From a dataset of Peptide-MHC class I binding affinity with 185,985 pairs from IEDB/IMGT. Regression. Given a peptide amino acid sequence and an MHC pseudo amino acid sequence, predict their binding affinity value. This is MHC class I binding data. (1) The peptide sequence is ISTNIRQA. The MHC is HLA-B07:02 with pseudo-sequence HLA-B07:02. The binding affinity (normalized) is 0. (2) The binding affinity (normalized) is 0.349. The peptide sequence is HTSVSAKQLR. The MHC is HLA-A33:01 with pseudo-sequence HLA-A33:01. (3) The peptide sequence is EIIFLKLFK. The MHC is HLA-A03:01 with pseudo-sequence HLA-A03:01. The binding affinity (normalized) is 0.743. (4) The peptide sequence is RTHPHYSWM. The MHC is Mamu-A01 with pseudo-sequence Mamu-A01. The binding affinity (normalized) is 0.545. (5) The peptide sequence is FISSFLLPL. The MHC is HLA-A02:02 with pseudo-sequence HLA-A02:02. The binding affinity (normalized) is 1.00.